Dataset: Peptide-MHC class I binding affinity with 185,985 pairs from IEDB/IMGT. Task: Regression. Given a peptide amino acid sequence and an MHC pseudo amino acid sequence, predict their binding affinity value. This is MHC class I binding data. (1) The peptide sequence is LTPFEKEFT. The MHC is HLA-A02:01 with pseudo-sequence HLA-A02:01. The binding affinity (normalized) is 0.0108. (2) The peptide sequence is SLTVLFDGR. The MHC is HLA-A11:01 with pseudo-sequence HLA-A11:01. The binding affinity (normalized) is 0.175. (3) The peptide sequence is FQWWRSHPL. The MHC is HLA-A02:01 with pseudo-sequence HLA-A02:01. The binding affinity (normalized) is 1.00. (4) The peptide sequence is LPEVISTIA. The MHC is HLA-B51:01 with pseudo-sequence HLA-B51:01. The binding affinity (normalized) is 0.252. (5) The peptide sequence is TLLESFLFY. The MHC is HLA-A68:02 with pseudo-sequence HLA-A68:02. The binding affinity (normalized) is 0.0847. (6) The peptide sequence is YLSGIAQYY. The MHC is SLA-10401 with pseudo-sequence SLA-10401. The binding affinity (normalized) is 0.316. (7) The peptide sequence is QSADASTFLK. The MHC is HLA-A68:01 with pseudo-sequence HLA-A68:01. The binding affinity (normalized) is 0.640. (8) The peptide sequence is CLAVHECFVK. The MHC is HLA-A33:01 with pseudo-sequence HLA-A33:01. The binding affinity (normalized) is 0.